From a dataset of Catalyst prediction with 721,799 reactions and 888 catalyst types from USPTO. Predict which catalyst facilitates the given reaction. (1) Reactant: [NH2:1][C:2]1[N:7]=[C:6]([N:8]2[CH2:20][CH2:19][C:11]3([CH2:15][NH:14][C@H:13]([C:16]([OH:18])=[O:17])[CH2:12]3)[CH2:10][CH2:9]2)[CH:5]=[C:4]([O:21][C@H:22]([C:27]2[CH:32]=[CH:31][C:30]([Cl:33])=[CH:29][C:28]=2[N:34]2[CH:38]=[CH:37][C:36]([CH3:39])=[N:35]2)[C:23]([F:26])([F:25])[F:24])[N:3]=1.[O:40](C(OC(C)(C)C)=O)[C:41]([O:43][C:44]([CH3:47])([CH3:46])[CH3:45])=O.Cl. Product: [NH2:1][C:2]1[N:7]=[C:6]([N:8]2[CH2:20][CH2:19][C:11]3([CH2:15][N:14]([C:41]([O:43][C:44]([CH3:47])([CH3:46])[CH3:45])=[O:40])[C@H:13]([C:16]([OH:18])=[O:17])[CH2:12]3)[CH2:10][CH2:9]2)[CH:5]=[C:4]([O:21][C@H:22]([C:27]2[CH:32]=[CH:31][C:30]([Cl:33])=[CH:29][C:28]=2[N:34]2[CH:38]=[CH:37][C:36]([CH3:39])=[N:35]2)[C:23]([F:25])([F:24])[F:26])[N:3]=1. The catalyst class is: 76. (2) Reactant: [Cl:1][C:2]1[C:3]([C:9]2[CH:14]=[CH:13][CH:12]=[C:11]([NH:15][CH2:16][CH:17]3[CH2:22][CH2:21][O:20][CH2:19][CH2:18]3)[N:10]=2)=[CH:4][C:5](F)=[N:6][CH:7]=1.[OH-].[NH4+:24]. Product: [Cl:1][C:2]1[C:3]([C:9]2[CH:14]=[CH:13][CH:12]=[C:11]([NH:15][CH2:16][CH:17]3[CH2:22][CH2:21][O:20][CH2:19][CH2:18]3)[N:10]=2)=[CH:4][C:5]([NH2:24])=[N:6][CH:7]=1. The catalyst class is: 58. (3) Reactant: [Cl:1][C:2]1[CH:3]=[N:4][N:5]([C:7]2[CH:12]=[CH:11][N:10]=[CH:9][C:8]=2F)[CH:6]=1.[CH3:14][N:15]([CH3:24])[C:16]([CH:18]1[CH2:23][CH2:22][NH:21][CH2:20][CH2:19]1)=[O:17].C(=O)([O-])[O-].[K+].[K+].CC(N(C)C)=O. Product: [Cl:1][C:2]1[CH:3]=[N:4][N:5]([C:7]2[CH:12]=[CH:11][N:10]=[CH:9][C:8]=2[N:21]2[CH2:22][CH2:23][CH:18]([C:16]([N:15]([CH3:24])[CH3:14])=[O:17])[CH2:19][CH2:20]2)[CH:6]=1. The catalyst class is: 6.